From a dataset of Reaction yield outcomes from USPTO patents with 853,638 reactions. Predict the reaction yield, written as a fraction of the theoretical maximum amount of product (1.0 means a 100% yield; for example, 0.34 means a 34% yield). The reactants are [C:1]([O:5][C:6](=[O:22])[N:7]([CH2:12][C:13]1[CH:18]=[CH:17][C:16]([Cl:19])=[C:15]([CH:20]=O)[CH:14]=1)[CH2:8][CH:9]1[CH2:11][CH2:10]1)([CH3:4])([CH3:3])[CH3:2].CCN(CC)CC.[CH:30]1([NH2:33])[CH2:32][CH2:31]1.[BH4-].[Na+].C([O-])(O)=O.[Na+]. The catalyst is CO. The product is [C:1]([O:5][C:6](=[O:22])[N:7]([CH2:12][C:13]1[CH:18]=[CH:17][C:16]([Cl:19])=[C:15]([CH2:20][NH:33][CH:30]2[CH2:32][CH2:31]2)[CH:14]=1)[CH2:8][CH:9]1[CH2:11][CH2:10]1)([CH3:4])([CH3:3])[CH3:2]. The yield is 0.480.